From a dataset of Full USPTO retrosynthesis dataset with 1.9M reactions from patents (1976-2016). Predict the reactants needed to synthesize the given product. (1) Given the product [Cl:3][C:4]1[CH:9]=[CH:8][C:7]([CH:10]2[C:17]3[C:13](=[N:14][N:15]([CH3:19])[C:16]=3[O:18][CH2:31][CH3:32])[C:12](=[O:20])[N:11]2[C:21]2[CH:26]=[C:25]([CH3:27])[C:24](=[O:28])[N:23]([CH3:29])[CH:22]=2)=[CH:6][CH:5]=1, predict the reactants needed to synthesize it. The reactants are: [H-].[Na+].[Cl:3][C:4]1[CH:9]=[CH:8][C:7]([CH:10]2[C:17]3[C:13](=[N:14][N:15]([CH3:19])[C:16]=3[OH:18])[C:12](=[O:20])[N:11]2[C:21]2[CH:26]=[C:25]([CH3:27])[C:24](=[O:28])[N:23]([CH3:29])[CH:22]=2)=[CH:6][CH:5]=1.I[CH2:31][CH3:32]. (2) Given the product [CH3:12][N:11]([CH2:10][CH2:9][C:8]1[C:14]2[C:5](=[CH:4][CH:3]=[C:2]([C:17]#[N:18])[CH:15]=2)[NH:6][CH:7]=1)[CH3:13], predict the reactants needed to synthesize it. The reactants are: Br[C:2]1[CH:15]=[C:14]2[C:5]([NH:6][CH:7]=[C:8]2[CH2:9][CH2:10][N:11]([CH3:13])[CH3:12])=[CH:4][CH:3]=1.[Cu][C:17]#[N:18].CN1CCCC1=O.